Dataset: CYP2C9 inhibition data for predicting drug metabolism from PubChem BioAssay. Task: Regression/Classification. Given a drug SMILES string, predict its absorption, distribution, metabolism, or excretion properties. Task type varies by dataset: regression for continuous measurements (e.g., permeability, clearance, half-life) or binary classification for categorical outcomes (e.g., BBB penetration, CYP inhibition). Dataset: cyp2c9_veith. The drug is O=C(c1cc(C(F)(F)F)cc(C(F)(F)F)c1)N1CCC2(CCN(Cc3ccccc3)CC2)CC1. The result is 0 (non-inhibitor).